Dataset: Reaction yield outcomes from USPTO patents with 853,638 reactions. Task: Predict the reaction yield, written as a fraction of the theoretical maximum amount of product (1.0 means a 100% yield; for example, 0.34 means a 34% yield). (1) The reactants are S(=O)(=O)(O)O.C(O[CH:9]=[CH:10][C:11]([NH:13][C:14]1[CH:19]=[CH:18][C:17]([I:20])=[CH:16][CH:15]=1)=[O:12])C. No catalyst specified. The product is [I:20][C:17]1[CH:18]=[C:19]2[C:14](=[CH:15][CH:16]=1)[NH:13][C:11](=[O:12])[CH:10]=[CH:9]2. The yield is 0.750. (2) The reactants are I[C:2]1[CH:7]=[N:6][CH:5]=[CH:4][N:3]=1.C(=O)([O-])[O-].[Cs+].[Cs+].[OH:14][C:15]1[CH:22]=[CH:21][C:18]([C:19]#[N:20])=[CH:17][CH:16]=1.Cl.CN(C)CC(O)=O. The catalyst is [Cu]I.O1CCOCC1. The product is [N:3]1[CH:4]=[CH:5][N:6]=[CH:7][C:2]=1[O:14][C:15]1[CH:22]=[CH:21][C:18]([C:19]#[N:20])=[CH:17][CH:16]=1. The yield is 0.870. (3) The reactants are [C:1]1([CH2:7][C:8]([NH2:10])=[O:9])[CH:6]=[CH:5][CH:4]=[CH:3][CH:2]=1.[C:11]1([CH2:17][CH:18]=[O:19])[CH:16]=[CH:15][CH:14]=[CH:13][CH:12]=1. The catalyst is ClCCl.C1(C)C=CC=CC=1.C[Si](OS(C(F)(F)F)(=O)=O)(C)C. The product is [C:1]1([CH2:7][CH:8]([NH:10][C:18](=[O:19])[CH2:17][C:11]2[CH:16]=[CH:15][CH:14]=[CH:13][CH:12]=2)[NH:10][C:8](=[O:9])[CH2:7][C:1]2[CH:6]=[CH:5][CH:4]=[CH:3][CH:2]=2)[CH:6]=[CH:5][CH:4]=[CH:3][CH:2]=1. The yield is 0.760. (4) The reactants are CC1(C)C(C)(C)OB([C:9]2[CH:10]=[CH:11][C:12]3[C:41]4[C:17](=[C:18]5[C:38](=[CH:39][CH:40]=4)[C:22]4[N:23]=[C:24]([C@@H:26]6[CH2:30][CH2:29][CH2:28][N:27]6[C:31]([O:33][C:34]([CH3:37])([CH3:36])[CH3:35])=[O:32])[NH:25][C:21]=4[CH:20]=[CH:19]5)[O:16][CH2:15][C:13]=3[CH:14]=2)O1.Br[C:44]1[NH:48][C:47]([C@@H:49]2[CH2:53][CH2:52][CH2:51][N:50]2[C:54](=[O:64])[C@@H:55]([NH:59][C:60](=[O:63])[O:61][CH3:62])[CH:56]([CH3:58])[CH3:57])=[N:46][CH:45]=1.C(=O)([O-])[O-].[K+].[K+].C(COC)OC. The catalyst is C1C=CC([P]([Pd]([P](C2C=CC=CC=2)(C2C=CC=CC=2)C2C=CC=CC=2)([P](C2C=CC=CC=2)(C2C=CC=CC=2)C2C=CC=CC=2)[P](C2C=CC=CC=2)(C2C=CC=CC=2)C2C=CC=CC=2)(C2C=CC=CC=2)C2C=CC=CC=2)=CC=1.C1C=CC(P(C2C=CC=CC=2)[C-]2C=CC=C2)=CC=1.C1C=CC(P(C2C=CC=CC=2)[C-]2C=CC=C2)=CC=1.Cl[Pd]Cl.[Fe+2].CN(C)C=O. The product is [CH3:62][O:61][C:60]([NH:59][C@H:55]([C:54]([N:50]1[CH2:51][CH2:52][CH2:53][C@@H:49]1[C:47]1[NH:48][C:44]([C:9]2[CH:10]=[CH:11][C:12]3[C:41]4[C:17](=[C:18]5[C:38](=[CH:39][CH:40]=4)[C:22]4[N:23]=[C:24]([C@@H:26]6[CH2:30][CH2:29][CH2:28][N:27]6[C:31]([O:33][C:34]([CH3:37])([CH3:36])[CH3:35])=[O:32])[NH:25][C:21]=4[CH:20]=[CH:19]5)[O:16][CH2:15][C:13]=3[CH:14]=2)=[CH:45][N:46]=1)=[O:64])[CH:56]([CH3:58])[CH3:57])=[O:63]. The yield is 0.460. (5) The reactants are [Cl:1][C:2]1[CH:3]=[C:4]([N:8]=[C:9]=[O:10])[CH:5]=[CH:6][CH:7]=1.Cl.[NH2:12][CH2:13][C:14]1[CH:22]=[CH:21][CH:20]=[C:19]2[C:15]=1[CH2:16][N:17]([CH:24]1[CH2:29][CH2:28][C:27](=[O:30])[NH:26][C:25]1=[O:31])[C:18]2=[O:23].C(N(CC)CC)C. The catalyst is C1COCC1. The product is [Cl:1][C:2]1[CH:3]=[C:4]([NH:8][C:9]([NH:12][CH2:13][C:14]2[CH:22]=[CH:21][CH:20]=[C:19]3[C:15]=2[CH2:16][N:17]([CH:24]2[CH2:29][CH2:28][C:27](=[O:30])[NH:26][C:25]2=[O:31])[C:18]3=[O:23])=[O:10])[CH:5]=[CH:6][CH:7]=1. The yield is 0.910. (6) The product is [F:11][C:9]([F:12])([F:10])[C:7]1[CH:6]=[C:5]([C:13]([CH3:32])([CH3:33])[C:14]([N:16]([C:18]2[CH:19]=[N:20][C:21]([NH:43][CH2:42][CH2:40][OH:41])=[CH:22][C:23]=2[C:24]2[CH:29]=[CH:28][CH:27]=[CH:26][C:25]=2[Cl:30])[CH3:17])=[O:15])[CH:4]=[C:3]([C:2]([F:1])([F:34])[F:35])[CH:8]=1. The catalyst is C(OCC)(=O)C. The yield is 0.930. The reactants are [F:1][C:2]([F:35])([F:34])[C:3]1[CH:4]=[C:5]([C:13]([CH3:33])([CH3:32])[C:14]([N:16]([C:18]2[CH:19]=[N:20][C:21](Cl)=[CH:22][C:23]=2[C:24]2[CH:29]=[CH:28][CH:27]=[CH:26][C:25]=2[Cl:30])[CH3:17])=[O:15])[CH:6]=[C:7]([C:9]([F:12])([F:11])[F:10])[CH:8]=1.CS(C)=O.[CH2:40]([CH2:42][NH2:43])[OH:41]. (7) The product is [CH2:25]([N:15]([CH2:12][CH:13]=[CH2:14])[CH2:16][CH2:17][CH2:18][CH2:19][CH2:20][CH2:21][CH2:22][CH2:23][O:24][S:7]([C:4]1[CH:5]=[CH:6][C:1]([CH3:11])=[CH:2][CH:3]=1)(=[O:9])=[O:8])[CH:26]=[CH2:27]. The reactants are [C:1]1([CH3:11])[CH:6]=[CH:5][C:4]([S:7](Cl)(=[O:9])=[O:8])=[CH:3][CH:2]=1.[CH2:12]([N:15]([CH2:25][CH:26]=[CH2:27])[CH2:16][CH2:17][CH2:18][CH2:19][CH2:20][CH2:21][CH2:22][CH2:23][OH:24])[CH:13]=[CH2:14].N1C=CC=CC=1.O. The yield is 0.400. The catalyst is C(Cl)(Cl)Cl.